Dataset: Reaction yield outcomes from USPTO patents with 853,638 reactions. Task: Predict the reaction yield, written as a fraction of the theoretical maximum amount of product (1.0 means a 100% yield; for example, 0.34 means a 34% yield). (1) The reactants are [Cl:1][C:2]1[CH:7]=[CH:6][CH:5]=[CH:4][C:3]=1/[CH:8]=[CH:9]/[CH3:10].CC[C@H]1[C@H]2C[C@H]([C@H](OC3C4C(=CC=CC=4)C(O[C@H](C4C=CN=C5C=4C=C(OC)C=C5)[C@@H]4N5C[C@H](CC)[C@@H](CC5)C4)=NN=3)C3C=CN=C4C=3C=C([O:32]C)C=C4)N(CC2)C1.CC(O)(C)C.[OH2:74]. No catalyst specified. The product is [Cl:1][C:2]1[CH:7]=[CH:6][CH:5]=[CH:4][C:3]=1[C@H:8]([OH:32])[C@@H:9]([OH:74])[CH3:10]. The yield is 0.900. (2) The reactants are [C:1]([C:3]1[CH:8]=[CH:7][CH:6]=[CH:5][C:4]=1[C:9]1[CH:14]=[CH:13][C:12]([CH2:15][CH:16]([C:21](=O)[CH2:22][CH2:23][CH2:24][CH3:25])[C:17](OC)=[O:18])=[CH:11][CH:10]=1)#[N:2].[O:27]1[C:31]2([CH2:36][CH2:35][CH:34]([NH:37][C:38]3[NH:42][C:41]([CH3:43])=[N:40][N:39]=3)[CH2:33][CH2:32]2)[O:30][CH2:29][CH2:28]1.N12CCCN=C1CCCCC2.C(N(CC)C1C=CC=CC=1)C. The catalyst is C(OCC)(=O)C. The product is [CH2:22]([C:21]1[N:39]2[N:40]=[C:41]([CH3:43])[N:42]=[C:38]2[N:37]([CH:34]2[CH2:33][CH2:32][C:31]3([O:27][CH2:28][CH2:29][O:30]3)[CH2:36][CH2:35]2)[C:17](=[O:18])[C:16]=1[CH2:15][C:12]1[CH:11]=[CH:10][C:9]([C:4]2[C:3]([C:1]#[N:2])=[CH:8][CH:7]=[CH:6][CH:5]=2)=[CH:14][CH:13]=1)[CH2:23][CH2:24][CH3:25]. The yield is 0.570. (3) The reactants are Cl[C:2]1[N:10]=[CH:9][N:8]=[C:7]2[C:3]=1[N:4]=[CH:5][N:6]2[CH:11]1[CH2:16][CH2:15][CH2:14][CH2:13][O:12]1.CC1(C)C(C)(C)OB([C:25]2[CH:31]=[CH:30][CH:29]=[CH:28][C:26]=2[NH2:27])O1.N#N.C(=O)([O-])[O-].[Cs+].[Cs+]. The catalyst is C1(C)C=CC=CC=1.O.C1C=CC(P(C2C=CC=CC=2)[C-]2C=CC=C2)=CC=1.C1C=CC(P(C2C=CC=CC=2)[C-]2C=CC=C2)=CC=1.Cl[Pd]Cl.[Fe+2]. The product is [O:12]1[CH2:13][CH2:14][CH2:15][CH2:16][CH:11]1[N:6]1[CH:5]=[N:4][C:3]2[C:7]1=[N:8][CH:9]=[N:10][C:2]=2[C:25]1[CH:31]=[CH:30][CH:29]=[CH:28][C:26]=1[NH2:27]. The yield is 0.120. (4) The reactants are [Cl:1][C:2]1[CH:10]=[C:9]2[C:5](/[C:6](=[CH:12]/[CH:13]3[CH2:17][CH2:16][CH2:15][CH2:14]3)/[C:7](=[O:11])[NH:8]2)=[CH:4][CH:3]=1.Cl[C:19]([O:21][CH2:22][CH3:23])=[O:20].C(N(CC)CC)C. The catalyst is ClCCl. The product is [CH2:22]([O:21][C:19]([N:8]1[C:9]2[C:5](=[CH:4][CH:3]=[C:2]([Cl:1])[CH:10]=2)/[C:6](=[CH:12]/[CH:13]2[CH2:14][CH2:15][CH2:16][CH2:17]2)/[C:7]1=[O:11])=[O:20])[CH3:23]. The yield is 0.580. (5) The reactants are [CH3:1][C:2]1[C:16](=[O:17])[N:15]=[C:14]2[N:4]([C@@H:5]3[O:9][C@H:8]([CH2:10][OH:11])[C@@H:7]([OH:12])[C@@H:6]3[O:13]2)[CH:3]=1.[CH3:18][O:19][CH2:20][CH2:21][O:22]B([O:22][CH2:21][CH2:20][O:19][CH3:18])[O:22][CH2:21][CH2:20][O:19][CH3:18]. The catalyst is COCCO. The product is [CH3:18][O:19][CH2:20][CH2:21][O:22][C@@H:6]1[C@H:7]([OH:12])[C@@H:8]([CH2:10][OH:11])[O:9][C@H:5]1[N:4]1[CH:3]=[C:2]([CH3:1])[C:16](=[O:17])[NH:15][C:14]1=[O:13]. The yield is 0.630. (6) The reactants are CN(C)/[CH:3]=[CH:4]/[C:5]([C:7]1[S:11][C:10]([C:12]([O:14]C)=[O:13])=[CH:9][CH:8]=1)=O.[NH2:17][C:18]([NH2:20])=[S:19].[CH3:21]C(C)([O-])C.[K+].C1COCC1.IC. The catalyst is COC(O)C. The product is [CH3:21][S:19][C:18]1[N:20]=[C:5]([C:7]2[S:11][C:10]([C:12]([OH:14])=[O:13])=[CH:9][CH:8]=2)[CH:4]=[CH:3][N:17]=1. The yield is 0.480. (7) The reactants are [O:1]1[C:5]2[CH:6]=[CH:7][CH:8]=[CH:9][C:4]=2[CH:3]=[C:2]1[S:10](Cl)(=[O:12])=[O:11].N1C=CC=CC=1.[Cl:20][C:21]1[CH:22]=[C:23]([CH:29]=[CH:30][C:31]=1[Cl:32])[CH2:24][NH:25][CH:26]([CH3:28])[CH3:27]. The catalyst is ClCCl. The product is [Cl:20][C:21]1[CH:22]=[C:23]([CH:29]=[CH:30][C:31]=1[Cl:32])[CH2:24][N:25]([CH:26]([CH3:28])[CH3:27])[S:10]([C:2]1[O:1][C:5]2[CH:6]=[CH:7][CH:8]=[CH:9][C:4]=2[CH:3]=1)(=[O:12])=[O:11]. The yield is 0.206. (8) The reactants are [Cl:1][C:2]1[C:7]([NH:8][CH3:9])=[C:6](Cl)[N:5]=[CH:4][N:3]=1.[NH3:11]. No catalyst specified. The product is [Cl:1][C:2]1[N:3]=[CH:4][N:5]=[C:6]([NH2:11])[C:7]=1[NH:8][CH3:9]. The yield is 0.768. (9) The product is [Cl:1][C:2]1[CH:10]=[C:9](/[CH:11]=[CH:12]/[CH:13]([C:18]2[CH:23]=[C:22]([Cl:24])[C:21]([Cl:25])=[C:20]([Cl:26])[CH:19]=2)[C:14]([F:16])([F:15])[F:17])[CH:8]=[CH:7][C:3]=1[C:4]([NH:27][C:28]1([C:31](=[O:32])[NH:33][CH2:34][C:35]([F:37])([F:38])[F:36])[CH2:30][CH2:29]1)=[O:6]. The reactants are [Cl:1][C:2]1[CH:10]=[C:9](/[CH:11]=[CH:12]/[CH:13]([C:18]2[CH:23]=[C:22]([Cl:24])[C:21]([Cl:25])=[C:20]([Cl:26])[CH:19]=2)[C:14]([F:17])([F:16])[F:15])[CH:8]=[CH:7][C:3]=1[C:4]([OH:6])=O.[NH2:27][C:28]1([C:31]([NH:33][CH2:34][C:35]([F:38])([F:37])[F:36])=[O:32])[CH2:30][CH2:29]1.F[P-](F)(F)(F)(F)F.ClC1N(C)CC[NH+]1C.ON1C2N=CC=CC=2N=N1. The catalyst is C(Cl)Cl.CN(C=O)C.CN(C1C=CN=CC=1)C. The yield is 0.750.